This data is from Full USPTO retrosynthesis dataset with 1.9M reactions from patents (1976-2016). The task is: Predict the reactants needed to synthesize the given product. (1) Given the product [CH3:24][S:21]([O:9][CH2:8][C:7]1[CH:10]=[C:11]([F:12])[C:4]([Br:3])=[CH:5][C:6]=1[F:13])(=[O:23])=[O:22], predict the reactants needed to synthesize it. The reactants are: N#N.[Br:3][C:4]1[C:11]([F:12])=[CH:10][C:7]([CH2:8][OH:9])=[C:6]([F:13])[CH:5]=1.CCN(CC)CC.[S:21](Cl)([CH3:24])(=[O:23])=[O:22]. (2) Given the product [NH2:1][C:2]1[N:3]=[C:4]([CH:26]=[CH2:27])[C:5]([C:15]2[CH:22]=[CH:21][C:20]([O:23][CH3:24])=[CH:19][C:16]=2[CH:17]=[O:18])=[N:6][C:7]=1[CH2:8][C:9]1[CH:14]=[CH:13][CH:12]=[CH:11][CH:10]=1, predict the reactants needed to synthesize it. The reactants are: [NH2:1][C:2]1[N:3]=[C:4](Cl)[C:5]([C:15]2[CH:22]=[CH:21][C:20]([O:23][CH3:24])=[CH:19][C:16]=2[CH:17]=[O:18])=[N:6][C:7]=1[CH2:8][C:9]1[CH:14]=[CH:13][CH:12]=[CH:11][CH:10]=1.[CH2:26]([Sn](CCCC)(CCCC)C=C)[CH2:27]CC.O. (3) The reactants are: [CH3:1][C:2]([C:8]1[CH:13]=[CH:12][C:11]([CH3:14])=[CH:10][CH:9]=1)([CH3:7])[CH2:3][C:4](O)=[O:5].S(Cl)([Cl:17])=O. Given the product [CH3:1][C:2]([C:8]1[CH:13]=[CH:12][C:11]([CH3:14])=[CH:10][CH:9]=1)([CH3:7])[CH2:3][C:4]([Cl:17])=[O:5], predict the reactants needed to synthesize it. (4) The reactants are: [NH2:1][C:2]1[CH:3]=[C:4]([OH:8])[CH:5]=[CH:6][CH:7]=1.[N:9]([O-])=O.[Na+].[Sn](Cl)Cl. Given the product [NH:1]([C:2]1[CH:3]=[C:4]([OH:8])[CH:5]=[CH:6][CH:7]=1)[NH2:9], predict the reactants needed to synthesize it. (5) Given the product [CH3:28][C:2]([CH3:27])([CH3:1])[C:3]([C:11]1[CH:16]=[CH:15][C:14]([C:30]2[CH:35]=[CH:34][C:33]([O:36][C:37]([F:38])([F:40])[F:39])=[CH:32][N:31]=2)=[CH:13][C:12]=1[CH3:26])([C:5]1[CH:10]=[N:9][CH:8]=[N:7][CH:6]=1)[OH:4], predict the reactants needed to synthesize it. The reactants are: [CH3:1][C:2]([CH3:28])([CH3:27])[C:3]([C:11]1[CH:16]=[CH:15][C:14](B2OC(C)(C)C(C)(C)O2)=[CH:13][C:12]=1[CH3:26])([C:5]1[CH:6]=[N:7][CH:8]=[N:9][CH:10]=1)[OH:4].Br[C:30]1[CH:35]=[CH:34][C:33]([O:36][C:37]([F:40])([F:39])[F:38])=[CH:32][N:31]=1.C(=O)([O-])[O-].[K+].[K+].CN(C=O)C. (6) Given the product [Cl:1][C:2]1[N:7]=[C:6]([C:8]2[S:34][C:33]([NH:32][CH2:30][CH3:31])=[N:35][C:9]=2[C:11]2[CH:16]=[CH:15][CH:14]=[C:13]([O:17][CH3:18])[CH:12]=2)[CH:5]=[CH:4][N:3]=1, predict the reactants needed to synthesize it. The reactants are: [Cl:1][C:2]1[N:7]=[C:6]([CH2:8][C:9]([C:11]2[CH:16]=[CH:15][CH:14]=[C:13]([O:17][CH3:18])[CH:12]=2)=O)[CH:5]=[CH:4][N:3]=1.C(Cl)Cl.C1C(=O)N(Br)C(=O)C1.[CH2:30]([NH:32][C:33]([NH2:35])=[S:34])[CH3:31].